Dataset: Full USPTO retrosynthesis dataset with 1.9M reactions from patents (1976-2016). Task: Predict the reactants needed to synthesize the given product. (1) Given the product [CH3:1][O:2][C:3]1[CH:4]=[CH:5][C:6]([C:9]([CH:11]2[CH2:16][CH2:15][N:14]([C@H:22]3[CH2:26][CH2:25][NH:24][C:23]3=[O:27])[CH2:13][CH2:12]2)=[O:10])=[CH:7][CH:8]=1, predict the reactants needed to synthesize it. The reactants are: [CH3:1][O:2][C:3]1[CH:8]=[CH:7][C:6]([C:9]([CH:11]2[CH2:16][CH2:15][NH:14][CH2:13][CH2:12]2)=[O:10])=[CH:5][CH:4]=1.CS(O[C@@H:22]1[CH2:26][CH2:25][NH:24][C:23]1=[O:27])(=O)=O.CCN(C(C)C)C(C)C. (2) Given the product [F:11][C:8]1[N:7]=[CH:6][C:5]([CH:3]([OH:4])[CH:2]([NH:1][C:37]([C:26]2[CH:27]=[CH:28][CH:29]=[C:30]3[CH2:36][CH2:35][CH2:34][CH:33]=[CH:32][C:31]=23)=[O:38])[CH2:12][C:13]2[CH:18]=[CH:17][CH:16]=[C:15]([O:19][C:20]([F:24])([F:25])[CH:21]([F:22])[F:23])[CH:14]=2)=[CH:10][CH:9]=1, predict the reactants needed to synthesize it. The reactants are: [NH2:1][CH:2]([CH2:12][C:13]1[CH:18]=[CH:17][CH:16]=[C:15]([O:19][C:20]([F:25])([F:24])[CH:21]([F:23])[F:22])[CH:14]=1)[CH:3]([C:5]1[CH:6]=[N:7][C:8]([F:11])=[CH:9][CH:10]=1)[OH:4].[C:26]1([C:37](O)=[O:38])[CH:27]=[CH:28][CH:29]=[C:30]2[CH2:36][CH2:35][CH2:34][CH:33]=[CH:32][C:31]=12.Cl.C(N=C=NCCCN(C)C)C.ON1C2C=CC=CC=2N=N1.